Task: Regression. Given two drug SMILES strings and cell line genomic features, predict the synergy score measuring deviation from expected non-interaction effect.. Dataset: NCI-60 drug combinations with 297,098 pairs across 59 cell lines (1) Drug 1: CC=C1C(=O)NC(C(=O)OC2CC(=O)NC(C(=O)NC(CSSCCC=C2)C(=O)N1)C(C)C)C(C)C. Drug 2: C1=NC2=C(N1)C(=S)N=CN2. Cell line: OVCAR3. Synergy scores: CSS=53.0, Synergy_ZIP=5.21, Synergy_Bliss=-1.05, Synergy_Loewe=2.26, Synergy_HSA=2.23. (2) Drug 1: CC1=C2C(C(=O)C3(C(CC4C(C3C(C(C2(C)C)(CC1OC(=O)C(C(C5=CC=CC=C5)NC(=O)OC(C)(C)C)O)O)OC(=O)C6=CC=CC=C6)(CO4)OC(=O)C)O)C)O. Drug 2: CS(=O)(=O)OCCCCOS(=O)(=O)C. Cell line: BT-549. Synergy scores: CSS=16.8, Synergy_ZIP=1.94, Synergy_Bliss=7.67, Synergy_Loewe=4.53, Synergy_HSA=7.81. (3) Drug 1: C1C(C(OC1N2C=NC3=C(N=C(N=C32)Cl)N)CO)O. Drug 2: CC1=C2C(C(=O)C3(C(CC4C(C3C(C(C2(C)C)(CC1OC(=O)C(C(C5=CC=CC=C5)NC(=O)OC(C)(C)C)O)O)OC(=O)C6=CC=CC=C6)(CO4)OC(=O)C)O)C)O. Cell line: T-47D. Synergy scores: CSS=2.58, Synergy_ZIP=-0.0918, Synergy_Bliss=1.56, Synergy_Loewe=-7.78, Synergy_HSA=-7.19. (4) Drug 1: CN1C(=O)N2C=NC(=C2N=N1)C(=O)N. Drug 2: C1CCC(C(C1)N)N.C(=O)(C(=O)[O-])[O-].[Pt+4]. Cell line: 786-0. Synergy scores: CSS=23.5, Synergy_ZIP=-0.843, Synergy_Bliss=4.94, Synergy_Loewe=-10.1, Synergy_HSA=4.46. (5) Drug 1: CN1C(=O)N2C=NC(=C2N=N1)C(=O)N. Drug 2: CC12CCC3C(C1CCC2O)C(CC4=C3C=CC(=C4)O)CCCCCCCCCS(=O)CCCC(C(F)(F)F)(F)F. Cell line: OVCAR-8. Synergy scores: CSS=-1.97, Synergy_ZIP=2.43, Synergy_Bliss=2.62, Synergy_Loewe=-1.08, Synergy_HSA=-0.832. (6) Drug 1: C1CCN(CC1)CCOC2=CC=C(C=C2)C(=O)C3=C(SC4=C3C=CC(=C4)O)C5=CC=C(C=C5)O. Drug 2: CC1=C(C=C(C=C1)C(=O)NC2=CC(=CC(=C2)C(F)(F)F)N3C=C(N=C3)C)NC4=NC=CC(=N4)C5=CN=CC=C5. Cell line: UO-31. Synergy scores: CSS=3.12, Synergy_ZIP=-0.495, Synergy_Bliss=1.75, Synergy_Loewe=1.44, Synergy_HSA=1.92. (7) Cell line: UO-31. Drug 1: CC12CCC(CC1=CCC3C2CCC4(C3CC=C4C5=CN=CC=C5)C)O. Synergy scores: CSS=44.1, Synergy_ZIP=16.7, Synergy_Bliss=17.4, Synergy_Loewe=19.4, Synergy_HSA=19.6. Drug 2: C1CCC(C(C1)N)N.C(=O)(C(=O)[O-])[O-].[Pt+4]. (8) Cell line: NCIH23. Synergy scores: CSS=45.9, Synergy_ZIP=2.46, Synergy_Bliss=3.80, Synergy_Loewe=1.60, Synergy_HSA=5.18. Drug 2: CC1C(C(CC(O1)OC2CC(CC3=C2C(=C4C(=C3O)C(=O)C5=CC=CC=C5C4=O)O)(C(=O)C)O)N)O. Drug 1: CCC(=C(C1=CC=CC=C1)C2=CC=C(C=C2)OCCN(C)C)C3=CC=CC=C3.C(C(=O)O)C(CC(=O)O)(C(=O)O)O. (9) Drug 1: C1=CN(C(=O)N=C1N)C2C(C(C(O2)CO)O)O.Cl. Drug 2: CC1=C(C=C(C=C1)NC(=O)C2=CC=C(C=C2)CN3CCN(CC3)C)NC4=NC=CC(=N4)C5=CN=CC=C5. Cell line: M14. Synergy scores: CSS=34.9, Synergy_ZIP=6.54, Synergy_Bliss=6.15, Synergy_Loewe=-24.6, Synergy_HSA=0.475.